Task: Binary Classification. Given a drug SMILES string, predict its activity (active/inactive) in a high-throughput screening assay against a specified biological target.. Dataset: Cav3 T-type calcium channel HTS with 100,875 compounds (1) The compound is O(CCC)c1cc(C(=O)Nc2nn(nn2)CCC)ccc1. The result is 0 (inactive). (2) The result is 0 (inactive). The molecule is O=C/1N(CCCC)C(=O)NC(=O)C1=C(\Nc1ccc(cc1)C(O)=O)CC. (3) The drug is S(=O)(=O)(Nc1ccc(F)cc1)c1cc2c(oc(=O)cc2)cc1. The result is 0 (inactive).